Dataset: Full USPTO retrosynthesis dataset with 1.9M reactions from patents (1976-2016). Task: Predict the reactants needed to synthesize the given product. (1) Given the product [NH3:1].[CH2:48]([Cl:50])[Cl:49].[N:1]1([CH2:7][CH2:8][CH2:9][O:10][C:11]2[CH:18]=[CH:17][C:14]([CH2:15][N:19]3[CH2:24][CH2:23][CH:22]([NH:25][C:26]4[CH:31]=[CH:30][CH:29]=[CH:28][N:27]=4)[CH2:21][CH2:20]3)=[CH:13][CH:12]=2)[CH2:6][CH2:5][CH2:4][CH2:3][CH2:2]1, predict the reactants needed to synthesize it. The reactants are: [N:1]1([CH2:7][CH2:8][CH2:9][O:10][C:11]2[CH:18]=[CH:17][C:14]([CH:15]=O)=[CH:13][CH:12]=2)[CH2:6][CH2:5][CH2:4][CH2:3][CH2:2]1.[NH:19]1[CH2:24][CH2:23][CH:22]([NH:25][C:26]2[CH:31]=[CH:30][CH:29]=[CH:28][N:27]=2)[CH2:21][CH2:20]1.C(O[BH-](OC(=O)C)OC(=O)C)(=O)C.[Na+].[OH-].[Na+].[CH2:48]([Cl:50])[Cl:49]. (2) Given the product [CH2:41]([O:40][C:33]1[CH:32]=[C:28]([C:29]([N:57]2[CH2:58][CH2:59][C:54]3([CH2:53][C:52](=[O:64])[C:51]4[C:61](=[CH:62][CH:63]=[C:49]([C:48]5[NH:47][N:46]=[N:45][N:44]=5)[CH:50]=4)[O:60]3)[CH2:55][CH2:56]2)=[O:31])[CH:27]=[C:26]([O:25][CH2:23][CH3:24])[C:34]=1[C:35]1[CH:36]=[N:37][NH:38][CH:39]=1)[CH3:42], predict the reactants needed to synthesize it. The reactants are: C1C=CC2N(O)N=NC=2C=1.CCN=C=NCCCN(C)C.Cl.[CH2:23]([O:25][C:26]1[CH:27]=[C:28]([CH:32]=[C:33]([O:40][CH2:41][CH3:42])[C:34]=1[C:35]1[CH:36]=[N:37][NH:38][CH:39]=1)[C:29]([OH:31])=O)[CH3:24].Cl.[NH:44]1[C:48]([C:49]2[CH:50]=[C:51]3[C:61](=[CH:62][CH:63]=2)[O:60][C:54]2([CH2:59][CH2:58][NH:57][CH2:56][CH2:55]2)[CH2:53][C:52]3=[O:64])=[N:47][N:46]=[N:45]1. (3) Given the product [CH3:33][O:34][C:8]1[CH:9]=[CH:10][C:4]2[S:3][C:2]([C:20]3[CH:21]=[CH:22][C:23]([NH:26][CH3:27])=[N:24][CH:25]=3)=[N:6][C:5]=2[CH:7]=1, predict the reactants needed to synthesize it. The reactants are: Br[C:2]1[S:3][C:4]2[CH:10]=[C:9](F)[CH:8]=[CH:7][C:5]=2[N:6]=1.CC1(C)C(C)(C)OB([C:20]2[CH:21]=[CH:22][C:23]([N:26]3CCOC[CH2:27]3)=[N:24][CH:25]=2)O1.[CH3:33][O:34]C1C=CC2N=C(C3C=NC(N)=NC=3)SC=2C=1. (4) Given the product [Cl:21][CH:20]([Cl:22])[C:19]([NH:18][C@H:15]([CH2:16][F:17])[C@H:14]([OH:24])[C:11]1[CH:10]=[CH:9][C:8]([C:6]2[S:7][C:3]([CH2:2][NH:1][S:33]([CH3:32])(=[O:35])=[O:34])=[CH:4][CH:5]=2)=[CH:13][CH:12]=1)=[O:23], predict the reactants needed to synthesize it. The reactants are: [NH2:1][CH2:2][C:3]1[S:7][C:6]([C:8]2[CH:13]=[CH:12][C:11]([C@@H:14]([OH:24])[C@H:15]([NH:18][C:19](=[O:23])[CH:20]([Cl:22])[Cl:21])[CH2:16][F:17])=[CH:10][CH:9]=2)=[CH:5][CH:4]=1.C(N(CC)CC)C.[CH3:32][S:33](Cl)(=[O:35])=[O:34]. (5) Given the product [CH:8]12[CH2:15][CH:14]3[CH2:13][CH:12]([CH2:11][CH:10]([CH2:16]3)[CH:9]1[NH:18][C:19](=[O:27])[CH2:20][C:21]([C:22]1([CH3:23])[CH2:24][CH2:25]1)=[O:26])[CH2:17]2, predict the reactants needed to synthesize it. The reactants are: CC1(C(=O)C)CC1.[CH:8]12[CH2:17][CH:12]3[CH2:13][CH:14]([CH2:16][CH:10]([CH2:11]3)[CH:9]1[NH:18][C:19](=[O:27])[CH2:20][C:21](=[O:26])[C:22]([CH3:25])([CH3:24])[CH3:23])[CH2:15]2. (6) Given the product [CH2:1]([O:15][C:16]1[O:20][C:19]([C:21]([O:23][CH2:25][CH2:26][CH2:27][CH:28]([CH3:30])[CH3:29])=[O:22])=[CH:18][CH:17]=1)[CH2:2][CH2:3][CH2:4][CH2:5][CH2:6][CH2:7][CH2:8][CH2:9][CH2:10][CH2:11][CH2:12][CH2:13][CH3:14], predict the reactants needed to synthesize it. The reactants are: [CH2:1]([O:15][C:16]1[O:20][C:19]([C:21]([OH:23])=[O:22])=[CH:18][CH:17]=1)[CH2:2][CH2:3][CH2:4][CH2:5][CH2:6][CH2:7][CH2:8][CH2:9][CH2:10][CH2:11][CH2:12][CH2:13][CH3:14].Br[CH2:25][CH2:26][CH2:27][CH:28]([CH3:30])[CH3:29].C(=O)([O-])[O-].[Cs+].[Cs+].[I-].[Na+]. (7) Given the product [NH2:7][CH2:6][C:8]1[CH:9]=[C:10]([S:14]([N:4]([CH3:5])[CH3:3])(=[O:16])=[O:15])[CH:11]=[CH:12][CH:13]=1, predict the reactants needed to synthesize it. The reactants are: CO.[CH3:3][NH:4][CH3:5].[C:6]([C:8]1[CH:9]=[C:10]([S:14](Cl)(=[O:16])=[O:15])[CH:11]=[CH:12][CH:13]=1)#[N:7]. (8) Given the product [S-:1][C:2]#[N:3].[CH3:6][O:7][CH2:8][N+:9]1([CH3:14])[CH2:13][CH2:12][CH2:11][CH2:10]1, predict the reactants needed to synthesize it. The reactants are: [S-:1][C:2]#[N:3].[Na+].[Cl-].[CH3:6][O:7][CH2:8][N+:9]1([CH3:14])[CH2:13][CH2:12][CH2:11][CH2:10]1. (9) Given the product [CH3:35][O:36][C:37]1[C:42]2[N:43]=[C:44]([NH:46][C:8](=[O:10])[CH2:7][C:1]3[CH:2]=[CH:3][CH:4]=[CH:5][CH:6]=3)[O:45][C:41]=2[C:40]([CH:47]2[CH2:52][CH2:51][O:50][CH2:49][CH2:48]2)=[CH:39][CH:38]=1, predict the reactants needed to synthesize it. The reactants are: [C:1]1([CH2:7][C:8]([OH:10])=O)[CH:6]=[CH:5][CH:4]=[CH:3][CH:2]=1.CN(C(ON1N=NC2C=CC=NC1=2)=[N+](C)C)C.F[P-](F)(F)(F)(F)F.[CH3:35][O:36][C:37]1[C:42]2[N:43]=[C:44]([NH2:46])[O:45][C:41]=2[C:40]([CH:47]2[CH2:52][CH2:51][O:50][CH2:49][CH2:48]2)=[CH:39][CH:38]=1. (10) Given the product [CH2:3]([O:17][C:15]1[CH:14]=[C:27]2[C:5]([CH2:6][CH2:7][CH2:8][N:28]2[CH2:25][C:21]2[NH:22][CH:23]=[CH:24][N:20]=2)=[CH:4][CH:3]=1)[C:4]1[CH:9]=[CH:8][CH:7]=[CH:6][CH:5]=1, predict the reactants needed to synthesize it. The reactants are: [OH-].[Na+].[CH2:3](Br)[C:4]1[CH:9]=[CH:8][CH:7]=[CH:6][CH:5]=1.[H-].[Na+].F[C:14](F)(F)[C:15]([OH:17])=O.[NH:20]1[CH:24]=[CH:23][N:22]=[C:21]1[CH:25]=O.[C:27]([BH3-])#[N:28].[Na+].